This data is from NCI-60 drug combinations with 297,098 pairs across 59 cell lines. The task is: Regression. Given two drug SMILES strings and cell line genomic features, predict the synergy score measuring deviation from expected non-interaction effect. (1) Drug 1: CC1=CC2C(CCC3(C2CCC3(C(=O)C)OC(=O)C)C)C4(C1=CC(=O)CC4)C. Drug 2: CCCS(=O)(=O)NC1=C(C(=C(C=C1)F)C(=O)C2=CNC3=C2C=C(C=N3)C4=CC=C(C=C4)Cl)F. Cell line: NCI/ADR-RES. Synergy scores: CSS=-0.0630, Synergy_ZIP=0.430, Synergy_Bliss=-0.849, Synergy_Loewe=-2.13, Synergy_HSA=-2.00. (2) Drug 1: CC(C1=C(C=CC(=C1Cl)F)Cl)OC2=C(N=CC(=C2)C3=CN(N=C3)C4CCNCC4)N. Drug 2: CC12CCC3C(C1CCC2OP(=O)(O)O)CCC4=C3C=CC(=C4)OC(=O)N(CCCl)CCCl.[Na+]. Cell line: NCI-H226. Synergy scores: CSS=-0.237, Synergy_ZIP=-2.40, Synergy_Bliss=-9.04, Synergy_Loewe=-15.7, Synergy_HSA=-10.2. (3) Drug 1: CCCCCOC(=O)NC1=NC(=O)N(C=C1F)C2C(C(C(O2)C)O)O. Drug 2: CC(C)CN1C=NC2=C1C3=CC=CC=C3N=C2N. Cell line: ACHN. Synergy scores: CSS=-5.69, Synergy_ZIP=0.849, Synergy_Bliss=-1.66, Synergy_Loewe=-6.09, Synergy_HSA=-5.89.